This data is from M1 muscarinic receptor agonist screen with 61,833 compounds. The task is: Binary Classification. Given a drug SMILES string, predict its activity (active/inactive) in a high-throughput screening assay against a specified biological target. (1) The drug is O1CCN(CC1)C(=O)N(CCc1cc(OC)c(OC)cc1)C. The result is 0 (inactive). (2) The compound is S1C(C(=O)N2C(C(=C(N=C12)C)C(OCC)=O)c1ccc(cc1)C(OC)=O)C. The result is 0 (inactive). (3) The molecule is Clc1ccc(C(O)c2oc(nn2)c2ccccc2)cc1. The result is 0 (inactive). (4) The compound is Clc1ccc(c2nc(sc2)N2CCN(CC2)C(=O)Cc2sccc2)cc1. The result is 1 (active). (5) The compound is S(=O)(=O)(N1CCC(CC1)C(=O)N1CCc2c(C1)cccc2)c1c(noc1/C=C\c1occc1)C. The result is 0 (inactive).